Dataset: Catalyst prediction with 721,799 reactions and 888 catalyst types from USPTO. Task: Predict which catalyst facilitates the given reaction. (1) Reactant: [H-].[Na+].[CH3:3][O:4][C:5](=[O:36])[C:6]1[CH:11]=[C:10]([NH:12][C:13]2[CH:18]=[CH:17][CH:16]=[CH:15][CH:14]=2)[CH:9]=[C:8]([C:19](=[O:35])[C:20]2[CH:25]=[CH:24][C:23]([N:26]([C:28]3[CH:33]=[CH:32][C:31]([Cl:34])=[CH:30][CH:29]=3)[CH3:27])=[CH:22][CH:21]=2)[CH:7]=1.[CH3:37]I. Product: [CH3:3][O:4][C:5](=[O:36])[C:6]1[CH:11]=[C:10]([N:12]([CH3:37])[C:13]2[CH:14]=[CH:15][CH:16]=[CH:17][CH:18]=2)[CH:9]=[C:8]([C:19](=[O:35])[C:20]2[CH:25]=[CH:24][C:23]([N:26]([C:28]3[CH:29]=[CH:30][C:31]([Cl:34])=[CH:32][CH:33]=3)[CH3:27])=[CH:22][CH:21]=2)[CH:7]=1. The catalyst class is: 3. (2) Reactant: [CH2:1]([C@H:8]1[CH2:12][O:11][C:10](=[O:13])[N:9]1[C:14](=[O:49])[C@@H:15]([O:47][CH3:48])[C@H:16](O)[C:17]1[C:26]2[C:21](=[CH:22][CH:23]=[CH:24][CH:25]=2)[C:20]([O:27][CH2:28][CH2:29][C:30]2[N:31]=[C:32]([C:36]3[CH:41]=[CH:40][C:39]([C:42]([F:45])([F:44])[F:43])=[CH:38][CH:37]=3)[O:33][C:34]=2[CH3:35])=[CH:19][CH:18]=1)[C:2]1[CH:7]=[CH:6][CH:5]=[CH:4][CH:3]=1.C([SiH](CC)CC)C. Product: [CH2:1]([C@H:8]1[CH2:12][O:11][C:10](=[O:13])[N:9]1[C:14](=[O:49])[C@@H:15]([O:47][CH3:48])[CH2:16][C:17]1[C:26]2[C:21](=[CH:22][CH:23]=[CH:24][CH:25]=2)[C:20]([O:27][CH2:28][CH2:29][C:30]2[N:31]=[C:32]([C:36]3[CH:37]=[CH:38][C:39]([C:42]([F:43])([F:44])[F:45])=[CH:40][CH:41]=3)[O:33][C:34]=2[CH3:35])=[CH:19][CH:18]=1)[C:2]1[CH:7]=[CH:6][CH:5]=[CH:4][CH:3]=1. The catalyst class is: 55. (3) Reactant: [OH:1][CH2:2][C@@H:3]1[C@H:8]([CH3:9])[CH2:7][CH2:6][CH2:5][N:4]1[C:10]([C:12]1[N:13]=[C:14]([CH3:24])[S:15][C:16]=1[C:17]1[CH:22]=[CH:21][C:20]([F:23])=[CH:19][CH:18]=1)=[O:11].CC(OI1(OC(C)=O)(OC(C)=O)OC(=O)C2C=CC=CC1=2)=O. Product: [F:23][C:20]1[CH:21]=[CH:22][C:17]([C:16]2[S:15][C:14]([CH3:24])=[N:13][C:12]=2[C:10]([N:4]2[CH2:5][CH2:6][CH2:7][CH:8]([CH3:9])[CH:3]2[CH:2]=[O:1])=[O:11])=[CH:18][CH:19]=1. The catalyst class is: 34. (4) Reactant: [NH2:1][C:2]1[C:7]([C:8]([O:10][CH3:11])=[O:9])=[CH:6][C:5]([O:12][CH3:13])=[N:4][CH:3]=1.Cl[C:15](Cl)([O:17]C(=O)OC(Cl)(Cl)Cl)Cl.C(N(C(C)C)CC)(C)C.[NH2:35][C:36]1[CH:55]=[CH:54][C:39]([CH2:40][C@@H:41]([C:50]([O:52][CH3:53])=[O:51])[NH:42][C:43]([O:45][C:46]([CH3:49])([CH3:48])[CH3:47])=[O:44])=[CH:38][CH:37]=1. Product: [C:46]([O:45][C:43]([NH:42][C@H:41]([C:50]([O:52][CH3:53])=[O:51])[CH2:40][C:39]1[CH:38]=[CH:37][C:36]([NH:35][C:15]([NH:1][C:2]2[CH:3]=[N:4][C:5]([O:12][CH3:13])=[CH:6][C:7]=2[C:8]([O:10][CH3:11])=[O:9])=[O:17])=[CH:55][CH:54]=1)=[O:44])([CH3:47])([CH3:48])[CH3:49]. The catalyst class is: 2. (5) Reactant: Br[C:2]1[CH:3]=[C:4]([C:8]2[C:21]3[C:22]4=[C:23]5[C:18](=[CH:19][CH:20]=3)[CH:17]=[CH:16][CH:15]=[C:14]5[CH:13]=[CH:12][C:11]4=[CH:10][CH:9]=2)[CH:5]=[CH:6][CH:7]=1.[CH3:24][C:25]1([CH3:59])[C:49]2[C:29]([CH:30]=[C:31]3[CH:48]=[C:47]4[C:34]([C:35]5[C:40]([C:41]6[C:46]4=[CH:45][CH:44]=[CH:43][CH:42]=6)=[CH:39][CH:38]=[CH:37][CH:36]=5)=[CH:33][C:32]3=2)=[CH:28][C:27](B2OC(C)(C)C(C)(C)O2)=[CH:26]1.C([O-])([O-])=O.[Na+].[Na+].CCO. Product: [CH3:59][C:25]1([CH3:24])[C:49]2[C:29]([CH:30]=[C:31]3[CH:48]=[C:47]4[C:34]([C:35]5[C:40]([C:41]6[C:46]4=[CH:45][CH:44]=[CH:43][CH:42]=6)=[CH:39][CH:38]=[CH:37][CH:36]=5)=[CH:33][C:32]3=2)=[CH:28][C:27]([C:6]2[CH:7]=[CH:2][CH:3]=[C:4]([C:8]3[C:21]4[C:22]5=[C:23]6[C:18](=[CH:19][CH:20]=4)[CH:17]=[CH:16][CH:15]=[C:14]6[CH:13]=[CH:12][C:11]5=[CH:10][CH:9]=3)[CH:5]=2)=[CH:26]1. The catalyst class is: 206. (6) Reactant: [Cl:1][C:2]1[CH:3]=[C:4]([C@:9]2([C:14]#N)[CH2:11][CH:10]2[CH2:12][OH:13])[CH:5]=[CH:6][C:7]=1[Cl:8].C([OH:18])C.[OH-].[Na+].Cl. Product: [Cl:1][C:2]1[CH:3]=[C:4]([C@:9]23[CH2:11][C@H:10]2[CH2:12][O:13][C:14]3=[O:18])[CH:5]=[CH:6][C:7]=1[Cl:8]. The catalyst class is: 4.